From a dataset of Forward reaction prediction with 1.9M reactions from USPTO patents (1976-2016). Predict the product of the given reaction. (1) Given the reactants [NH2:1][C:2]1[C:7]([C:8]#[C:9][C:10]2[CH:15]=[CH:14][C:13]([C:16]([F:19])([F:18])[F:17])=[CH:12][CH:11]=2)=[C:6]([CH3:20])[N:5]=[CH:4][N:3]=1.C(N(CC)CC)C.Cl[CH2:29][C:30]1[O:34][C:33]([C:35]([O:37][CH2:38][CH3:39])=[O:36])=[CH:32][CH:31]=1, predict the reaction product. The product is: [CH3:20][C:6]1[N:5]=[CH:4][N:3]=[C:2]([NH:1][CH2:29][C:30]2[O:34][C:33]([C:35]([O:37][CH2:38][CH3:39])=[O:36])=[CH:32][CH:31]=2)[C:7]=1[C:8]#[C:9][C:10]1[CH:11]=[CH:12][C:13]([C:16]([F:19])([F:17])[F:18])=[CH:14][CH:15]=1. (2) Given the reactants [H-].[Na+].[Br:3][C:4]1[CH:9]=[CH:8][C:7]([CH2:10][C:11]#N)=[C:6]([C:13]([F:16])([F:15])[F:14])[CH:5]=1.[CH3:17]I.C[N:20]([CH:22]=O)C, predict the reaction product. The product is: [Br:3][C:4]1[CH:9]=[CH:8][C:7]([C:10]([CH3:17])([CH3:11])[C:22]#[N:20])=[C:6]([C:13]([F:16])([F:15])[F:14])[CH:5]=1. (3) Given the reactants [CH2:1]([O:8][C:9]1[C:10](=[O:17])[CH:11]=[C:12]([CH2:15]Cl)[O:13][CH:14]=1)[C:2]1[CH:7]=[CH:6][CH:5]=[CH:4][CH:3]=1, predict the reaction product. The product is: [CH2:1]([O:8][C:9]1[C:10](=[O:17])[CH:11]=[C:12]([CH3:15])[O:13][CH:14]=1)[C:2]1[CH:3]=[CH:4][CH:5]=[CH:6][CH:7]=1. (4) Given the reactants [NH:1]([C:16]([O:18][C:19]([CH3:22])([CH3:21])[CH3:20])=[O:17])[C@H:2]([C:13]([OH:15])=O)[CH2:3][C:4]1[CH:9]=[CH:8][C:7]([N+:10]([O-:12])=[O:11])=[CH:6][CH:5]=1.[CH3:23][N:24]1CCOC[CH2:25]1.ClC(OCC(C)C)=O.CNC, predict the reaction product. The product is: [C:19]([O:18][C:16](=[O:17])[NH:1][C@H:2]([C:13](=[O:15])[N:24]([CH3:25])[CH3:23])[CH2:3][C:4]1[CH:5]=[CH:6][C:7]([N+:10]([O-:12])=[O:11])=[CH:8][CH:9]=1)([CH3:22])([CH3:21])[CH3:20].